From a dataset of Reaction yield outcomes from USPTO patents with 853,638 reactions. Predict the reaction yield, written as a fraction of the theoretical maximum amount of product (1.0 means a 100% yield; for example, 0.34 means a 34% yield). (1) The reactants are [Cl:1][C:2]1[C:7](OC)=[C:6]([Cl:10])[C:5]([F:11])=[CH:4][C:3]=1Br.[Mg].[C:14](Cl)(=[O:16])[CH3:15].S(=O)(=O)(O)O.[O:23]1CCC[CH2:24]1. The catalyst is C1(C)C=CC=CC=1. The product is [Cl:1][C:2]1[C:7]([C:14](=[O:16])[CH2:15][O:23][CH3:24])=[C:6]([Cl:10])[C:5]([F:11])=[CH:4][CH:3]=1. The yield is 0.816. (2) The reactants are C(N1C2N=CN=C(OC3C=CC(NC(NC(=O)CC4C=CC=CC=4)=[S:26])=CC=3F)C=2C=C1)C1C=CC=CC=1.[F:38][C:39]1[CH:40]=[C:41]([NH:55][C:56]([NH:58][C:59](=[O:67])[CH2:60][C:61]2C=C[CH:64]=[CH:63][CH:62]=2)=[S:57])[CH:42]=[CH:43][C:44]=1[O:45][C:46]1[CH:51]=[CH:50][N:49]=[C:48]2[CH:52]=[CH:53][S:54][C:47]=12.S1C=CC=C1CC(N=C=S)=O. No catalyst specified. The product is [F:38][C:39]1[CH:40]=[C:41]([NH:55][C:56]([NH:58][C:59](=[O:67])[CH2:60][C:61]2[S:26][CH:64]=[CH:63][CH:62]=2)=[S:57])[CH:42]=[CH:43][C:44]=1[O:45][C:46]1[CH:51]=[CH:50][N:49]=[C:48]2[CH:52]=[CH:53][S:54][C:47]=12. The yield is 0.0900. (3) The reactants are [N+:1]([C:4]1[CH:5]=[C:6]([NH:11][C:12](=[O:19])[C:13]2[CH:18]=[CH:17][CH:16]=[CH:15][CH:14]=2)[C:7](=O)[NH:8][CH:9]=1)([O-:3])=[O:2]. The catalyst is O. The product is [N+:1]([C:4]1[CH:5]=[C:6]2[N:11]=[C:12]([C:13]3[CH:14]=[CH:15][CH:16]=[CH:17][CH:18]=3)[O:19][C:7]2=[N:8][CH:9]=1)([O-:3])=[O:2]. The yield is 0.0300. (4) The reactants are [H-].[Na+].[CH2:3]([O:7][C:8]1[CH:13]=[CH:12][C:11]([S:14]([NH:17][CH:18]([CH2:22][C:23]2[C:31]3[C:26](=[CH:27][CH:28]=[C:29]([CH3:32])[CH:30]=3)[NH:25][CH:24]=2)[C:19]([OH:21])=[O:20])(=[O:16])=[O:15])=[CH:10][CH:9]=1)[C:4]#[C:5][CH3:6].[CH3:33][O:34][C:35]1[CH:42]=[CH:41][C:38]([CH2:39]Cl)=[CH:37][CH:36]=1. The catalyst is CN(C)C=O. The product is [CH2:3]([O:7][C:8]1[CH:9]=[CH:10][C:11]([S:14]([NH:17][CH:18]([CH2:22][C:23]2[C:31]3[C:26](=[CH:27][CH:28]=[C:29]([CH3:32])[CH:30]=3)[N:25]([CH2:39][C:38]3[CH:41]=[CH:42][C:35]([O:34][CH3:33])=[CH:36][CH:37]=3)[CH:24]=2)[C:19]([OH:21])=[O:20])(=[O:15])=[O:16])=[CH:12][CH:13]=1)[C:4]#[C:5][CH3:6]. The yield is 0.670. (5) The yield is 0.480. The product is [CH2:1]([C:3]1[CH:4]=[C:5]2[C:9](=[CH:10][C:11]=1[NH2:12])[NH:8][CH:7]=[CH:6]2)[CH3:2]. The catalyst is [Ni]. The reactants are [CH2:1]([C:3]1[CH:4]=[C:5]2[C:9](=[CH:10][C:11]=1[N+:12]([O-])=O)[NH:8][CH:7]=[CH:6]2)[CH3:2]. (6) The reactants are CC(OI1(OC(C)=O)(OC(C)=O)OC(=O)C2C=CC=CC1=2)=O.[CH3:23][C:24]([O:27][C:28]([N:30]1[CH2:35][CH2:34][CH:33]([OH:36])[CH:32]([NH:37][C:38](=[O:47])[CH2:39][O:40][C:41]2[CH:46]=[CH:45][CH:44]=[CH:43][CH:42]=2)[CH2:31]1)=[O:29])([CH3:26])[CH3:25].C([O-])([O-])=O.[Na+].[Na+]. The catalyst is C(Cl)Cl. The product is [CH3:26][C:24]([O:27][C:28]([N:30]1[CH2:35][CH2:34][C:33](=[O:36])[CH:32]([NH:37][C:38](=[O:47])[CH2:39][O:40][C:41]2[CH:42]=[CH:43][CH:44]=[CH:45][CH:46]=2)[CH2:31]1)=[O:29])([CH3:23])[CH3:25]. The yield is 1.00. (7) The reactants are [CH2:1]([NH:3][CH2:4][CH3:5])[CH3:2].[Cl:6][C:7]1[CH:34]=[CH:33][C:32]([N:35]2[CH:39]=[CH:38][CH:37]=[N:36]2)=[CH:31][C:8]=1[C:9]([NH:11][C:12](=[O:30])[NH:13][C:14]1[S:15][C:16]2[CH:22]=[C:21]([S:23]([CH2:26][CH2:27][CH2:28]I)(=[O:25])=[O:24])[CH:20]=[CH:19][C:17]=2[N:18]=1)=[O:10]. The catalyst is C1COCC1. The product is [Cl:6][C:7]1[CH:34]=[CH:33][C:32]([N:35]2[CH:39]=[CH:38][CH:37]=[N:36]2)=[CH:31][C:8]=1[C:9]([NH:11][C:12](=[O:30])[NH:13][C:14]1[S:15][C:16]2[CH:22]=[C:21]([S:23]([CH2:26][CH2:27][CH2:28][N:3]([CH2:4][CH3:5])[CH2:1][CH3:2])(=[O:25])=[O:24])[CH:20]=[CH:19][C:17]=2[N:18]=1)=[O:10]. The yield is 0.140. (8) No catalyst specified. The reactants are [CH:1]([C:4]1[C:5]([OH:13])=[C:6]([CH:10]=[CH:11][CH:12]=1)[C:7]([OH:9])=O)([CH3:3])[CH3:2].O[NH:15][C:16]([C:18]1[C:23]([CH3:24])=[CH:22][CH:21]=[CH:20][N:19]=1)=[NH:17]. The product is [CH:1]([C:4]1[CH:12]=[CH:11][CH:10]=[C:6]([C:7]2[O:9][N:17]=[C:16]([C:18]3[C:23]([CH3:24])=[CH:22][CH:21]=[CH:20][N:19]=3)[N:15]=2)[C:5]=1[OH:13])([CH3:2])[CH3:3]. The yield is 0.0500. (9) The reactants are [NH2:1][C:2]1[N:3]=[C:4]2[CH:9]=[CH:8][C:7]([O:10][C:11]3[CH:12]=[C:13]([NH:17][C:18](=[O:29])[C:19]4[CH:24]=[CH:23][CH:22]=[C:21]([C:25]([F:28])([F:27])[F:26])[CH:20]=4)[CH:14]=[CH:15][CH:16]=3)=[N:6][N:5]2[CH:30]=1.[C:31](Cl)(=[O:35])[O:32][CH2:33][CH3:34].C(N(CC)CC)C. The catalyst is O1CCCC1. The product is [F:26][C:25]([F:28])([F:27])[C:21]1[CH:20]=[C:19]([CH:24]=[CH:23][CH:22]=1)[C:18]([NH:17][C:13]1[CH:12]=[C:11]([CH:16]=[CH:15][CH:14]=1)[O:10][C:7]1[CH:8]=[CH:9][C:4]2[N:5]([CH:30]=[C:2]([NH:1][C:31](=[O:35])[O:32][CH2:33][CH3:34])[N:3]=2)[N:6]=1)=[O:29]. The yield is 0.620.